Task: Regression. Given two drug SMILES strings and cell line genomic features, predict the synergy score measuring deviation from expected non-interaction effect.. Dataset: NCI-60 drug combinations with 297,098 pairs across 59 cell lines (1) Drug 1: C1CCN(CC1)CCOC2=CC=C(C=C2)C(=O)C3=C(SC4=C3C=CC(=C4)O)C5=CC=C(C=C5)O. Drug 2: CS(=O)(=O)C1=CC(=C(C=C1)C(=O)NC2=CC(=C(C=C2)Cl)C3=CC=CC=N3)Cl. Cell line: NCI-H226. Synergy scores: CSS=1.72, Synergy_ZIP=-1.71, Synergy_Bliss=-0.0744, Synergy_Loewe=-1.69, Synergy_HSA=-2.02. (2) Drug 1: CC1=CC=C(C=C1)C2=CC(=NN2C3=CC=C(C=C3)S(=O)(=O)N)C(F)(F)F. Drug 2: CC1CCC2CC(C(=CC=CC=CC(CC(C(=O)C(C(C(=CC(C(=O)CC(OC(=O)C3CCCCN3C(=O)C(=O)C1(O2)O)C(C)CC4CCC(C(C4)OC)O)C)C)O)OC)C)C)C)OC. Cell line: PC-3. Synergy scores: CSS=9.50, Synergy_ZIP=3.89, Synergy_Bliss=8.69, Synergy_Loewe=5.07, Synergy_HSA=6.06. (3) Drug 1: C1=CN(C(=O)N=C1N)C2C(C(C(O2)CO)O)O.Cl. Drug 2: CC1C(C(CC(O1)OC2CC(OC(C2O)C)OC3=CC4=CC5=C(C(=O)C(C(C5)C(C(=O)C(C(C)O)O)OC)OC6CC(C(C(O6)C)O)OC7CC(C(C(O7)C)O)OC8CC(C(C(O8)C)O)(C)O)C(=C4C(=C3C)O)O)O)O. Cell line: SR. Synergy scores: CSS=54.1, Synergy_ZIP=0.651, Synergy_Bliss=1.79, Synergy_Loewe=-3.28, Synergy_HSA=3.44. (4) Drug 1: C1=CC(=CC=C1CCC2=CNC3=C2C(=O)NC(=N3)N)C(=O)NC(CCC(=O)O)C(=O)O. Cell line: NCI-H460. Drug 2: C1=CC=C(C=C1)NC(=O)CCCCCCC(=O)NO. Synergy scores: CSS=44.9, Synergy_ZIP=-1.67, Synergy_Bliss=-1.70, Synergy_Loewe=-7.47, Synergy_HSA=0.0702. (5) Drug 1: CC1=C(C(=CC=C1)Cl)NC(=O)C2=CN=C(S2)NC3=CC(=NC(=N3)C)N4CCN(CC4)CCO. Drug 2: CC(C)CN1C=NC2=C1C3=CC=CC=C3N=C2N. Cell line: MALME-3M. Synergy scores: CSS=-2.99, Synergy_ZIP=1.35, Synergy_Bliss=-1.66, Synergy_Loewe=-7.46, Synergy_HSA=-7.19. (6) Drug 1: CC1=C(C=C(C=C1)NC2=NC=CC(=N2)N(C)C3=CC4=NN(C(=C4C=C3)C)C)S(=O)(=O)N.Cl. Drug 2: C1=CN(C(=O)N=C1N)C2C(C(C(O2)CO)O)O.Cl. Cell line: OVCAR-5. Synergy scores: CSS=29.2, Synergy_ZIP=-7.17, Synergy_Bliss=2.38, Synergy_Loewe=-32.7, Synergy_HSA=0.699.